Dataset: Full USPTO retrosynthesis dataset with 1.9M reactions from patents (1976-2016). Task: Predict the reactants needed to synthesize the given product. (1) Given the product [Cl:1][C:2]1[CH:26]=[N:25][C:5]2[N:6]=[C:7]([N:12]3[CH2:15][CH:14]([N:16]([CH3:24])[C:17](=[O:23])[O:18][C:19]([CH3:20])([CH3:21])[CH3:22])[CH2:13]3)[C:8]3[N:9]([CH:27]=[N:11][N:10]=3)[C:4]=2[CH:3]=1, predict the reactants needed to synthesize it. The reactants are: [Cl:1][C:2]1[CH:26]=[N:25][C:5]2=[N:6][C:7]([N:12]3[CH2:15][CH:14]([N:16]([CH3:24])[C:17](=[O:23])[O:18][C:19]([CH3:22])([CH3:21])[CH3:20])[CH2:13]3)=[C:8]([NH:10][NH2:11])[N:9]=[C:4]2[CH:3]=1.[CH:27](OC)(OC)OC. (2) Given the product [CH:25]1([C:29]([CH:17]2[C:12](=[O:11])[CH2:13][CH2:14][N:15]([C:18]([O:20][C:21]([CH3:24])([CH3:23])[CH3:22])=[O:19])[CH2:16]2)=[O:30])[CH2:28][CH2:27][CH2:26]1, predict the reactants needed to synthesize it. The reactants are: [Li+].C[Si]([N-][Si](C)(C)C)(C)C.[O:11]=[C:12]1[CH2:17][CH2:16][N:15]([C:18]([O:20][C:21]([CH3:24])([CH3:23])[CH3:22])=[O:19])[CH2:14][CH2:13]1.[CH:25]1([C:29](Cl)=[O:30])[CH2:28][CH2:27][CH2:26]1. (3) Given the product [N:1]1[CH:6]=[CH:5][CH:4]=[C:3]([O:7][CH:8]([C:10]2[CH:19]=[CH:18][C:13]([C:14]([OH:16])=[O:15])=[CH:12][N:11]=2)[CH3:9])[CH:2]=1, predict the reactants needed to synthesize it. The reactants are: [N:1]1[CH:6]=[CH:5][CH:4]=[C:3]([O:7][CH:8]([C:10]2[CH:19]=[CH:18][C:13]([C:14]([O:16]C)=[O:15])=[CH:12][N:11]=2)[CH3:9])[CH:2]=1.O.[OH-].[Li+].O1CCCC1.Cl. (4) Given the product [C:1]([C:5]1[O:9][N:8]=[C:7]([CH:10]([OH:11])[CH3:12])[CH:6]=1)([CH3:4])([CH3:2])[CH3:3], predict the reactants needed to synthesize it. The reactants are: [C:1]([C:5]1[O:9][N:8]=[C:7]([CH:10]=[O:11])[CH:6]=1)([CH3:4])([CH3:3])[CH3:2].[CH3:12][Mg]Br.O. (5) Given the product [CH2:36]([N:32]1[C:31]2[C:38]([CH3:40])=[CH:39][C:28]([C:26]([C:22]3[N:23]=[CH:24][N:25]=[C:20]([N:3]4[CH2:4][CH2:5][CH:6]([N:9]5[C:17]6[C:12](=[N:13][CH:14]=[CH:15][CH:16]=6)[NH:11][C:10]5=[O:18])[CH2:7][CH2:8]4)[CH:21]=3)=[O:27])=[CH:29][C:30]=2[O:34][C:33]1=[O:35])[CH3:37], predict the reactants needed to synthesize it. The reactants are: Cl.Cl.[NH:3]1[CH2:8][CH2:7][CH:6]([N:9]2[C:17]3[C:12](=[N:13][CH:14]=[CH:15][CH:16]=3)[NH:11][C:10]2=[O:18])[CH2:5][CH2:4]1.Cl[C:20]1[N:25]=[CH:24][N:23]=[C:22]([C:26]([C:28]2[CH:39]=[C:38]([CH3:40])[C:31]3[N:32]([CH2:36][CH3:37])[C:33](=[O:35])[O:34][C:30]=3[CH:29]=2)=[O:27])[CH:21]=1.CCN(C(C)C)C(C)C.